Dataset: Forward reaction prediction with 1.9M reactions from USPTO patents (1976-2016). Task: Predict the product of the given reaction. (1) Given the reactants [NH2:1][C:2]1[CH:7]=[CH:6][C:5]([Cl:8])=[CH:4][C:3]=1[C:9]([C:11]1[CH:16]=[CH:15][N:14]=[C:13]([CH3:17])[CH:12]=1)=[O:10].[CH3:18][O:19][C:20](=[O:33])[CH2:21][CH2:22][C:23]1[CH:28]=[CH:27][C:26]([S:29](Cl)(=[O:31])=[O:30])=[CH:25][CH:24]=1, predict the reaction product. The product is: [CH3:18][O:19][C:20](=[O:33])[CH2:21][CH2:22][C:23]1[CH:28]=[CH:27][C:26]([S:29](=[O:30])(=[O:31])[NH:1][C:2]2[CH:7]=[CH:6][C:5]([Cl:8])=[CH:4][C:3]=2[C:9]([C:11]2[CH:16]=[CH:15][N:14]=[C:13]([CH3:17])[CH:12]=2)=[O:10])=[CH:25][CH:24]=1. (2) Given the reactants [Cl:1][C:2]1[CH:3]=[C:4]([NH:10][C:11]2[N:16]=[C:15]([NH:17][CH:18]([CH3:20])[CH3:19])[N:14]=[C:13]([O:21][C:22]3[CH:27]=[CH:26][C:25](I)=[CH:24][CH:23]=3)[N:12]=2)[CH:5]=[CH:6][C:7]=1[O:8][CH3:9].C(N(CC)CC)C.[CH3:36][C:37]([OH:41])([C:39]#[CH:40])[CH3:38], predict the reaction product. The product is: [Cl:1][C:2]1[CH:3]=[C:4]([CH:5]=[CH:6][C:7]=1[O:8][CH3:9])[NH:10][C:11]1[N:16]=[C:15]([NH:17][CH:18]([CH3:20])[CH3:19])[N:14]=[C:13]([O:21][C:22]2[CH:27]=[CH:26][CH:25]=[CH:24][C:23]=2[C:40]#[C:39][C:37]([CH3:38])([OH:41])[CH3:36])[N:12]=1. (3) The product is: [CH3:36][C:34]1[CH:35]=[C:30]([N:52]2[CH2:57][CH2:56][O:55][CH2:54][CH2:53]2)[CH:31]=[C:32]([CH3:45])[C:33]=1[NH:37][C:38](=[O:44])[CH2:39][C:40]([CH3:43])([CH3:42])[CH3:41]. Given the reactants CN(C1C(C2C(P(C3CCCCC3)C3CCCCC3)=CC=CC=2)=CC=CC=1)C.Br[C:30]1[CH:35]=[C:34]([CH3:36])[C:33]([NH:37][C:38](=[O:44])[CH2:39][C:40]([CH3:43])([CH3:42])[CH3:41])=[C:32]([CH3:45])[CH:31]=1.CC(C)([O-])C.[Na+].[NH:52]1[CH2:57][CH2:56][O:55][CH2:54][CH2:53]1, predict the reaction product. (4) Given the reactants [F:1][CH:2]([F:20])[C:3]1[NH:8][C:7](=O)[N:6]=[C:5]([C:10]2[CH:11]=[N:12][C:13]([C:16]([F:19])([F:18])[F:17])=[CH:14][CH:15]=2)[CH:4]=1.O=P(Cl)(Cl)[Cl:23], predict the reaction product. The product is: [Cl:23][C:7]1[N:8]=[C:3]([CH:2]([F:20])[F:1])[CH:4]=[C:5]([C:10]2[CH:11]=[N:12][C:13]([C:16]([F:19])([F:18])[F:17])=[CH:14][CH:15]=2)[N:6]=1.